Dataset: Ames mutagenicity test results for genotoxicity prediction. Task: Regression/Classification. Given a drug SMILES string, predict its toxicity properties. Task type varies by dataset: regression for continuous values (e.g., LD50, hERG inhibition percentage) or binary classification for toxic/non-toxic outcomes (e.g., AMES mutagenicity, cardiotoxicity, hepatotoxicity). Dataset: ames. (1) The compound is CN1C(CSCC(F)(F)F)Nc2cc(Cl)c(S(N)(=O)=O)cc2S1(=O)=O. The result is 0 (non-mutagenic). (2) The drug is ClC(Cl)(Cl)Br. The result is 1 (mutagenic). (3) The molecule is CC(=O)N(O)c1ccc(Cl)c(Cl)c1. The result is 0 (non-mutagenic). (4) The drug is c1ccc(OC[C@H]2CO2)cc1. The result is 1 (mutagenic). (5) The drug is O=[N+]([O-])c1ccc2c(c1)cc([N+](=O)[O-])c1ccc([N+](=O)[O-])cc12. The result is 1 (mutagenic). (6) The molecule is N1=NC2C3OC3C1C1OC21. The result is 0 (non-mutagenic).